This data is from Reaction yield outcomes from USPTO patents with 853,638 reactions. The task is: Predict the reaction yield, written as a fraction of the theoretical maximum amount of product (1.0 means a 100% yield; for example, 0.34 means a 34% yield). The reactants are [CH3:1][C@@:2]([OH:34])([C:30]([CH3:33])([CH3:32])[CH3:31])[C@@H:3]1[C@:8]2([O:28][CH3:29])[C@@H:9]3[O:23][C:18]4=[C:19]([OH:22])[CH:20]=[CH:21][C:16]5=[C:17]4[C@:10]43[CH2:11][CH2:12][N:13]([CH2:24][CH:25]3[CH2:27][CH2:26]3)[C@H:14]([CH2:15]5)[C@@:5]4([CH2:6][CH2:7]2)[CH2:4]1.[ClH:35]. The catalyst is C(O)C. The product is [CH3:1][C@@:2]([OH:34])([C:30]([CH3:33])([CH3:32])[CH3:31])[C@@H:3]1[C@:8]2([O:28][CH3:29])[C@@H:9]3[O:23][C:18]4=[C:19]([OH:22])[CH:20]=[CH:21][C:16]5=[C:17]4[C@:10]43[CH2:11][CH2:12][N:13]([CH2:24][CH:25]3[CH2:26][CH2:27]3)[C@H:14]([CH2:15]5)[C@@:5]4([CH2:6][CH2:7]2)[CH2:4]1.[ClH:35]. The yield is 0.960.